This data is from Reaction yield outcomes from USPTO patents with 853,638 reactions. The task is: Predict the reaction yield, written as a fraction of the theoretical maximum amount of product (1.0 means a 100% yield; for example, 0.34 means a 34% yield). The reactants are [NH2:1][C:2]1[CH:23]=[CH:22][C:5]([O:6][C:7]2[N:12]=[C:11]3[S:13][C:14]([NH:16][C:17]([CH:19]4[CH2:21][CH2:20]4)=[O:18])=[N:15][C:10]3=[CH:9][CH:8]=2)=[C:4]([F:24])[CH:3]=1.[C:25]1([NH:31][C:32]([C:34]2([C:37](O)=[O:38])[CH2:36][CH2:35]2)=[O:33])[CH:30]=[CH:29][CH:28]=[CH:27][CH:26]=1.CN(C(ON1N=NC2C=CC=NC1=2)=[N+](C)C)C.F[P-](F)(F)(F)(F)F.C(N(CC)C(C)C)(C)C.C(=O)([O-])O.[Na+]. The catalyst is CN(C)C(=O)C. The product is [CH:19]1([C:17]([NH:16][C:14]2[S:13][C:11]3[C:10]([N:15]=2)=[CH:9][CH:8]=[C:7]([O:6][C:5]2[CH:22]=[CH:23][C:2]([NH:1][C:37]([C:34]4([C:32]([NH:31][C:25]5[CH:30]=[CH:29][CH:28]=[CH:27][CH:26]=5)=[O:33])[CH2:36][CH2:35]4)=[O:38])=[CH:3][C:4]=2[F:24])[N:12]=3)=[O:18])[CH2:21][CH2:20]1. The yield is 0.760.